From a dataset of Forward reaction prediction with 1.9M reactions from USPTO patents (1976-2016). Predict the product of the given reaction. Given the reactants ClC(Cl)(Cl)[C:3]([C:5]1[N:14]2[C:8]([CH2:9][N:10]([C:19](=[O:29])[CH2:20][S:21][C:22]3[CH:27]=[CH:26][C:25]([Br:28])=[CH:24][CH:23]=3)[C:11]3[CH:18]=[CH:17][CH:16]=[CH:15][C:12]=3[CH2:13]2)=[CH:7][CH:6]=1)=[O:4].Cl.[NH2:33][CH2:34][C:35]1[CH:40]=[CH:39][C:38]([OH:41])=[C:37]([O:42][CH3:43])[CH:36]=1.C(N(CC)CC)C, predict the reaction product. The product is: [Br:28][C:25]1[CH:26]=[CH:27][C:22]([S:21][CH2:20][C:19]([N:10]2[C:11]3[CH:18]=[CH:17][CH:16]=[CH:15][C:12]=3[CH2:13][N:14]3[C:5]([C:3]([NH:33][CH2:34][C:35]4[CH:40]=[CH:39][C:38]([OH:41])=[C:37]([O:42][CH3:43])[CH:36]=4)=[O:4])=[CH:6][CH:7]=[C:8]3[CH2:9]2)=[O:29])=[CH:23][CH:24]=1.